Dataset: Full USPTO retrosynthesis dataset with 1.9M reactions from patents (1976-2016). Task: Predict the reactants needed to synthesize the given product. (1) The reactants are: [C:1]([C:5]1[CH:15]=[CH:14][C:8]([O:9][CH2:10][C:11]([OH:13])=O)=[CH:7][CH:6]=1)([CH3:4])([CH3:3])[CH3:2].C(Cl)(=O)C(Cl)=O.[CH2:22]([C@H:29]1[CH2:33][O:32][C:31](=[O:34])[NH:30]1)[C:23]1[CH:28]=[CH:27][CH:26]=[CH:25][CH:24]=1.C([Li])CCC. Given the product [CH2:22]([C@H:29]1[CH2:33][O:32][C:31](=[O:34])[N:30]1[C:11](=[O:13])[CH2:10][O:9][C:8]1[CH:7]=[CH:6][C:5]([C:1]([CH3:2])([CH3:3])[CH3:4])=[CH:15][CH:14]=1)[C:23]1[CH:24]=[CH:25][CH:26]=[CH:27][CH:28]=1, predict the reactants needed to synthesize it. (2) The reactants are: [Cl:1][C:2]1[CH:7]=[CH:6][C:5]([C:8]2[CH:13]=[C:12]([CH:14]3[CH2:16][CH2:15]3)[N:11]3[N:17]=[CH:18][C:19](I)=[C:10]3[N:9]=2)=[CH:4][CH:3]=1.C[Si]([C:25]#[CH:26])(C)C.CCN(CC)CC.C(=O)([O-])[O-].[K+].[K+]. Given the product [Cl:1][C:2]1[CH:7]=[CH:6][C:5]([C:8]2[CH:13]=[C:12]([CH:14]3[CH2:16][CH2:15]3)[N:11]3[N:17]=[CH:18][C:19]([C:25]#[CH:26])=[C:10]3[N:9]=2)=[CH:4][CH:3]=1, predict the reactants needed to synthesize it. (3) Given the product [S:4]1(=[O:6])(=[O:5])[CH2:3][CH2:2][CH:8]([S:9]([NH2:1])(=[O:11])=[O:10])[CH2:7]1, predict the reactants needed to synthesize it. The reactants are: [NH3:1].[CH2:2]1[CH:8]([S:9](Cl)(=[O:11])=[O:10])[CH2:7][S:4](=[O:6])(=[O:5])[CH2:3]1. (4) Given the product [CH:7]([N:6]1[C:2]2[C:25](=[O:26])[NH:24][C:11]3([CH2:16][CH2:15][N:14]([C:17]([O:19][C:20]([CH3:21])([CH3:23])[CH3:22])=[O:18])[CH2:13][CH2:12]3)[CH2:10][C:3]=2[CH:4]=[N:5]1)([CH3:8])[CH3:9], predict the reactants needed to synthesize it. The reactants are: Br[C:2]1[N:6]([CH:7]([CH3:9])[CH3:8])[N:5]=[CH:4][C:3]=1[CH2:10][C:11]1([N:24]=[C:25]=[O:26])[CH2:16][CH2:15][N:14]([C:17]([O:19][C:20]([CH3:23])([CH3:22])[CH3:21])=[O:18])[CH2:13][CH2:12]1.C([Li])(C)(C)C. (5) Given the product [Br:56][C:2]1[C:11]([F:12])=[CH:10][C:9]([N:13]([C:18]2[C:37]([CH:38]3[CH2:40][CH2:39]3)=[CH:36][C:21]3[C:22]([C:32](=[O:35])[NH:33][CH3:34])=[C:23]([C:25]4[CH:30]=[CH:29][C:28]([F:31])=[CH:27][CH:26]=4)[O:24][C:20]=3[CH:19]=2)[S:14]([CH3:17])(=[O:16])=[O:15])=[CH:8][C:3]=1[C:4]([O:6][CH3:7])=[O:5], predict the reactants needed to synthesize it. The reactants are: N[C:2]1[C:11]([F:12])=[CH:10][C:9]([N:13]([C:18]2[C:37]([CH:38]3[CH2:40][CH2:39]3)=[CH:36][C:21]3[C:22]([C:32](=[O:35])[NH:33][CH3:34])=[C:23]([C:25]4[CH:30]=[CH:29][C:28]([F:31])=[CH:27][CH:26]=4)[O:24][C:20]=3[CH:19]=2)[S:14]([CH3:17])(=[O:16])=[O:15])=[CH:8][C:3]=1[C:4]([O:6][CH3:7])=[O:5].N([O-])=O.[Na+].S(=O)(=O)(O)[O-].[Na+].C([O-])(O)=O.[Na+].[BrH:56]. (6) Given the product [CH:18]1([C:2]2[CH:7]=[CH:6][C:5]([CH:8]([CH3:17])[CH2:9][NH:10][S:11]([CH:14]([CH3:16])[CH3:15])(=[O:13])=[O:12])=[CH:4][CH:3]=2)[CH2:23][CH2:22][CH2:21][CH2:20][CH2:19]1, predict the reactants needed to synthesize it. The reactants are: Br[C:2]1[CH:7]=[CH:6][C:5]([CH:8]([CH3:17])[CH2:9][NH:10][S:11]([CH:14]([CH3:16])[CH3:15])(=[O:13])=[O:12])=[CH:4][CH:3]=1.[CH:18]1([Mg]Cl)[CH2:23][CH2:22][CH2:21][CH2:20][CH2:19]1. (7) Given the product [CH3:1][N:2]1[C:11]2[C:6](=[CH:7][CH:8]=[CH:9][C:10]=2[CH2:12][CH:14]=[O:13])[CH:5]=[CH:4][C:3]1=[O:15], predict the reactants needed to synthesize it. The reactants are: [CH3:1][N:2]1[C:11]2[C:6](=[CH:7][CH:8]=[CH:9][C:10]=2[CH:12]2[CH2:14][O:13]2)[CH:5]=[CH:4][C:3]1=[O:15].